This data is from Forward reaction prediction with 1.9M reactions from USPTO patents (1976-2016). The task is: Predict the product of the given reaction. (1) Given the reactants C(OC([N:8]1[CH2:15][CH:14]2[N:16]([CH2:17][C:18]3[CH:23]=[CH:22][C:21]([F:24])=[CH:20][CH:19]=3)[CH:10]([CH2:11][N:12]([C:25](=[O:39])[CH2:26][O:27][C:28]3[CH:33]=[CH:32][C:31]([Cl:34])=[CH:30][C:29]=3[NH:35][C:36](=[O:38])[CH3:37])[CH2:13]2)[CH2:9]1)=O)(C)(C)C.Cl, predict the reaction product. The product is: [Cl:34][C:31]1[CH:32]=[CH:33][C:28]([O:27][CH2:26][C:25]([N:12]2[CH2:13][CH:14]3[N:16]([CH2:17][C:18]4[CH:19]=[CH:20][C:21]([F:24])=[CH:22][CH:23]=4)[CH:10]([CH2:9][NH:8][CH2:15]3)[CH2:11]2)=[O:39])=[C:29]([NH:35][C:36](=[O:38])[CH3:37])[CH:30]=1. (2) Given the reactants Br[C:2]1[CH:7]=[C:6]([C:8]2[CH:13]=[CH:12][CH:11]=[CH:10][CH:9]=2)[CH:5]=[CH:4][N:3]=1.[Li]CCCC.N1([CH:25]=[O:26])CCCCC1.[NH4+].[Cl-], predict the reaction product. The product is: [C:8]1([C:6]2[CH:5]=[CH:4][N:3]=[C:2]([CH:25]=[O:26])[CH:7]=2)[CH:13]=[CH:12][CH:11]=[CH:10][CH:9]=1. (3) Given the reactants [Cl:1][C:2]1[CH:3]=[C:4]([SH:10])[CH:5]=[C:6]([O:8][CH3:9])[CH:7]=1.Br[CH:12]([CH3:20])[C:13](=[O:19])[CH2:14][C:15]([O:17][CH3:18])=[O:16].C([O-])([O-])=O.[K+].[K+], predict the reaction product. The product is: [Cl:1][C:2]1[CH:3]=[C:4]([S:10][CH:12]([CH3:20])[C:13](=[O:19])[CH2:14][C:15]([O:17][CH3:18])=[O:16])[CH:5]=[C:6]([O:8][CH3:9])[CH:7]=1. (4) Given the reactants [CH2:1]([O:8][C:9]1[CH:10]=[CH:11][C:12]2[CH2:13][C@H:14]3[N:26]([CH2:27][CH:28]4[CH2:30][CH2:29]4)[CH2:25][CH2:24][C@:20]45[C:21]=2[C:22]=1[O:23][C@H:19]4[C@@H:18]([N:31]1[CH2:35][CH2:34][CH2:33][C:32]1=[O:36])[CH2:17][CH2:16][C@@:15]35[OH:37])[C:2]1[CH:7]=[CH:6][CH:5]=[CH:4][CH:3]=1.[F:38][C:39]([F:50])([F:49])[O:40][C:41]1[CH:48]=[CH:47][C:44]([CH2:45]Br)=[CH:43][CH:42]=1, predict the reaction product. The product is: [CH2:1]([O:8][C:9]1[CH:10]=[CH:11][C:12]2[CH2:13][C@H:14]3[N:26]([CH2:27][CH:28]4[CH2:29][CH2:30]4)[CH2:25][CH2:24][C@:20]45[C:21]=2[C:22]=1[O:23][C@H:19]4[C@@H:18]([N:31]1[CH2:35][CH2:34][CH:33]([CH2:45][C:44]2[CH:47]=[CH:48][C:41]([O:40][C:39]([F:38])([F:49])[F:50])=[CH:42][CH:43]=2)[C:32]1=[O:36])[CH2:17][CH2:16][C@@:15]35[OH:37])[C:2]1[CH:3]=[CH:4][CH:5]=[CH:6][CH:7]=1. (5) Given the reactants [Cl:1][C:2]1[CH:11]=[C:10]([C:12](N(OC)C)=[O:13])[C:9]([C:18]2[CH:23]=[CH:22][CH:21]=[C:20]([F:24])[CH:19]=2)=[C:8]2[C:3]=1[CH:4]=[CH:5][CH:6]=[N:7]2.F[C:26](F)(F)S(OC1C(C(N(OC)C)=O)=CC(Cl)=C2C=1N=CC=C2)(=O)=O.C[Mg]Br, predict the reaction product. The product is: [Cl:1][C:2]1[CH:11]=[C:10]([C:12](=[O:13])[CH3:26])[C:9]([C:18]2[CH:23]=[CH:22][CH:21]=[C:20]([F:24])[CH:19]=2)=[C:8]2[C:3]=1[CH:4]=[CH:5][CH:6]=[N:7]2. (6) Given the reactants Cl[C:2]1[N:12]=[C:11]2[C:5]([N:6]([CH3:15])[C:7](=[O:14])[CH2:8][CH2:9][N:10]2[CH3:13])=[CH:4][N:3]=1.[NH2:16][C:17]1[CH:32]=[CH:31][C:20]([C:21]([NH:23][CH:24]2[CH2:29][CH2:28][N:27]([CH3:30])[CH2:26][CH2:25]2)=[O:22])=[CH:19][C:18]=1[O:33][CH3:34].C1(C)C=CC(S(O)(=O)=O)=CC=1, predict the reaction product. The product is: [CH3:13][N:10]1[CH2:9][CH2:8][C:7](=[O:14])[N:6]([CH3:15])[C:5]2[C:11]1=[N:12][C:2]([NH:16][C:17]1[CH:32]=[CH:31][C:20]([C:21]([NH:23][CH:24]3[CH2:25][CH2:26][N:27]([CH3:30])[CH2:28][CH2:29]3)=[O:22])=[CH:19][C:18]=1[O:33][CH3:34])=[N:3][CH:4]=2.